Dataset: Forward reaction prediction with 1.9M reactions from USPTO patents (1976-2016). Task: Predict the product of the given reaction. (1) Given the reactants Cl[C:2]1[N:3]([C:12]2[CH:17]=[CH:16][C:15]([F:18])=[CH:14][CH:13]=2)[C:4](=[O:11])[C:5]2[N:10]=[CH:9][S:8][C:6]=2[N:7]=1.[F:19][C:20]1[CH:25]=[C:24]([F:26])[CH:23]=[CH:22][C:21]=1[OH:27].CO, predict the reaction product. The product is: [F:19][C:20]1[CH:25]=[C:24]([F:26])[CH:23]=[CH:22][C:21]=1[O:27][C:2]1[N:3]([C:12]2[CH:17]=[CH:16][C:15]([F:18])=[CH:14][CH:13]=2)[C:4](=[O:11])[C:5]2[N:10]=[CH:9][S:8][C:6]=2[N:7]=1. (2) Given the reactants [CH2:1]([O:8][C:9](=[O:23])[C@@H:10]([NH:15][C:16]([O:18][C:19]([CH3:22])([CH3:21])[CH3:20])=[O:17])[CH2:11][C:12](O)=[O:13])[C:2]1[CH:7]=[CH:6][CH:5]=[CH:4][CH:3]=1, predict the reaction product. The product is: [CH2:1]([O:8][C:9](=[O:23])[C@@H:10]([NH:15][C:16]([O:18][C:19]([CH3:21])([CH3:20])[CH3:22])=[O:17])[CH2:11][CH2:12][OH:13])[C:2]1[CH:7]=[CH:6][CH:5]=[CH:4][CH:3]=1. (3) The product is: [Cl:1][C:2]1[CH:3]=[CH:4][C:5]([C@@:8]2([CH3:35])[C@@H:12]([C:13]3[CH:14]=[CH:15][C:16]([Cl:19])=[CH:17][CH:18]=3)[N:11]([C:20]([N:41]3[CH2:42][CH2:43][N:38]([CH2:44][C:45]([NH2:47])=[O:46])[CH2:39][CH2:40]3)=[O:21])[C:10]([C:23]3[CH:28]=[CH:27][C:26]([O:29][CH3:30])=[CH:25][C:24]=3[O:31][CH:32]([CH3:33])[CH3:34])=[N:9]2)=[CH:6][CH:7]=1. Given the reactants [Cl:1][C:2]1[CH:7]=[CH:6][C:5]([C:8]2([CH3:35])[CH:12]([C:13]3[CH:18]=[CH:17][C:16]([Cl:19])=[CH:15][CH:14]=3)[N:11]([C:20](Cl)=[O:21])[C:10]([C:23]3[CH:28]=[CH:27][C:26]([O:29][CH3:30])=[CH:25][C:24]=3[O:31][CH:32]([CH3:34])[CH3:33])=[N:9]2)=[CH:4][CH:3]=1.Cl.Cl.[N:38]1([CH2:44][C:45]([NH2:47])=[O:46])[CH2:43][CH2:42][NH:41][CH2:40][CH2:39]1, predict the reaction product. (4) Given the reactants [CH2:1]([O:3][C:4](=[O:24])[C:5]1[CH:10]=[CH:9][CH:8]=[C:7]([N:11]2[C:15]([CH3:16])=[CH:14][CH:13]=[C:12]2[C:17]2[CH:22]=[CH:21][CH:20]=[CH:19][C:18]=2[OH:23])[CH:6]=1)[CH3:2].C([O-])([O-])=O.[K+].[K+].[Cl:31][C:32]1[CH:39]=[C:38]([F:40])[CH:37]=[CH:36][C:33]=1[CH2:34]Br, predict the reaction product. The product is: [CH2:1]([O:3][C:4](=[O:24])[C:5]1[CH:10]=[CH:9][CH:8]=[C:7]([N:11]2[C:15]([CH3:16])=[CH:14][CH:13]=[C:12]2[C:17]2[CH:22]=[CH:21][CH:20]=[CH:19][C:18]=2[O:23][CH2:34][C:33]2[CH:36]=[CH:37][C:38]([F:40])=[CH:39][C:32]=2[Cl:31])[CH:6]=1)[CH3:2]. (5) Given the reactants Cl[C:2]1[N:7]=[C:6]([CH3:8])[N:5]=[C:4]([N:9]2[CH2:12][CH:11]([C:13]3[N:17]([CH3:18])[C:16]4[CH:19]=[CH:20][CH:21]=[CH:22][C:15]=4[N:14]=3)[CH2:10]2)[CH:3]=1.O.[NH2:24][NH2:25].C([O-])([O-])=O.[K+].[K+], predict the reaction product. The product is: [NH:24]([C:2]1[N:7]=[C:6]([CH3:8])[N:5]=[C:4]([N:9]2[CH2:12][CH:11]([C:13]3[N:17]([CH3:18])[C:16]4[CH:19]=[CH:20][CH:21]=[CH:22][C:15]=4[N:14]=3)[CH2:10]2)[CH:3]=1)[NH2:25]. (6) Given the reactants [CH:1]1([N:6]2[CH2:11][CH2:10][N:9]([C:12]3[CH:13]=[C:14]4[CH:20]=[C:19]([C:21](O)=[O:22])[NH:18][C:15]4=[CH:16][N:17]=3)[CH2:8][CH2:7]2)[CH2:5][CH2:4][CH2:3][CH2:2]1.CN(C=O)C.[CH2:29]([N:31](CC)[CH2:32][CH3:33])[CH3:30].N1CCCC1, predict the reaction product. The product is: [CH:1]1([N:6]2[CH2:7][CH2:8][N:9]([C:12]3[CH:13]=[C:14]4[CH:20]=[C:19]([C:21]([N:31]5[CH2:32][CH2:33][CH2:30][CH2:29]5)=[O:22])[NH:18][C:15]4=[CH:16][N:17]=3)[CH2:10][CH2:11]2)[CH2:2][CH2:3][CH2:4][CH2:5]1.